This data is from Forward reaction prediction with 1.9M reactions from USPTO patents (1976-2016). The task is: Predict the product of the given reaction. (1) Given the reactants [C:1]1(/[C:7](/[C:17]2[CH:22]=[CH:21][C:20]([CH:23]=[CH:24][C:25](O)=[O:26])=[CH:19][CH:18]=2)=[C:8](/[C:11]2[CH:16]=[CH:15][CH:14]=[CH:13][CH:12]=2)\[CH2:9][CH3:10])[CH:6]=[CH:5][CH:4]=[CH:3][CH:2]=1.[S:28]1[CH:32]=[CH:31][CH:30]=[C:29]1[S:33]([NH2:36])(=[O:35])=[O:34], predict the reaction product. The product is: [C:1]1([C:7]([C:17]2[CH:22]=[CH:21][C:20]([CH:23]=[CH:24][C:25]([NH:36][S:33]([C:29]3[S:28][CH:32]=[CH:31][CH:30]=3)(=[O:35])=[O:34])=[O:26])=[CH:19][CH:18]=2)=[C:8]([C:11]2[CH:16]=[CH:15][CH:14]=[CH:13][CH:12]=2)[CH2:9][CH3:10])[CH:2]=[CH:3][CH:4]=[CH:5][CH:6]=1. (2) Given the reactants [CH3:1][O:2][C:3](=[O:53])[CH2:4][CH2:5][CH2:6][NH:7][CH2:8][CH2:9][CH2:10][NH:11][C:12]([C@:14]12[CH2:49][CH2:48][C@@H:47]([C:50]([CH3:52])=[CH2:51])[C@@H:15]1[C@@H:16]1[C@@:29]([CH3:32])([CH2:30][CH2:31]2)[C@@:28]2([CH3:33])[C@@H:19]([C@:20]3([CH3:46])[C@@H:25]([CH2:26][CH2:27]2)[C:24]([CH3:35])([CH3:34])[C:23]([C:36]2[CH:45]=[CH:44][C:39]([C:40]([O:42][CH3:43])=[O:41])=[CH:38][CH:37]=2)=[CH:22][CH2:21]3)[CH2:18][CH2:17]1)=[O:13].C(=O)([O-])[O-].[K+].[K+].O1CCO[CH2:62][CH2:61]1, predict the reaction product. The product is: [CH2:61]([N:7]([CH2:6][CH2:5][CH2:4][C:3]([O:2][CH3:1])=[O:53])[CH2:8][CH2:9][CH2:10][NH:11][C:12]([C@:14]12[CH2:49][CH2:48][C@@H:47]([C:50]([CH3:52])=[CH2:51])[C@@H:15]1[C@@H:16]1[C@@:29]([CH3:32])([CH2:30][CH2:31]2)[C@@:28]2([CH3:33])[C@@H:19]([C@:20]3([CH3:46])[C@@H:25]([CH2:26][CH2:27]2)[C:24]([CH3:35])([CH3:34])[C:23]([C:36]2[CH:37]=[CH:38][C:39]([C:40]([O:42][CH3:43])=[O:41])=[CH:44][CH:45]=2)=[CH:22][CH2:21]3)[CH2:18][CH2:17]1)=[O:13])[CH3:62]. (3) Given the reactants [F:1][C:2]1[CH:7]=[CH:6][C:5]([N:8]2[CH2:14][C:12](=O)[NH:11][C:9]2=[S:10])=[CH:4][CH:3]=1.[CH2:15]([O:17][C:18]1[CH:19]=[C:20]([CH:23]=[CH:24][C:25]=1[OH:26])[CH:21]=O)[CH3:16].C([O-])(=[O:29])C.[NH4+].O, predict the reaction product. The product is: [F:1][C:2]1[CH:7]=[CH:6][C:5]([N:8]2[C:14](=[O:29])[C:12](=[CH:21][C:20]3[CH:23]=[CH:24][C:25]([OH:26])=[C:18]([O:17][CH2:15][CH3:16])[CH:19]=3)[NH:11][C:9]2=[S:10])=[CH:4][CH:3]=1. (4) The product is: [CH3:2][C:3]1[CH:15]=[C:14]([NH2:16])[C:13]2[C:12]3[C:7](=[CH:8][C:9]([CH3:19])=[CH:10][CH:11]=3)[C:6]([CH3:21])([CH3:20])[C:5]=2[CH:4]=1. Given the reactants Cl.[CH3:2][C:3]1[CH:15]=[C:14]([N+:16]([O-])=O)[C:13]2[C:12]3[C:7](=[CH:8][C:9]([CH3:19])=[CH:10][CH:11]=3)[C:6]([CH3:21])([CH3:20])[C:5]=2[CH:4]=1.[Sn].[OH-].[Na+], predict the reaction product.